From a dataset of Full USPTO retrosynthesis dataset with 1.9M reactions from patents (1976-2016). Predict the reactants needed to synthesize the given product. (1) Given the product [CH2:1]([O:3][C:4](=[O:25])[C:5]1[CH:10]=[CH:9][C:8]([NH:11][C:12]([C:14]2[CH:23]=[C:22]3[C:17]([CH2:18][CH2:19][CH2:20][N:21]3[S:33]([C:29]3[CH:30]=[CH:31][CH:32]=[C:27]([F:26])[CH:28]=3)(=[O:35])=[O:34])=[CH:16][CH:15]=2)=[O:13])=[CH:7][C:6]=1[F:24])[CH3:2], predict the reactants needed to synthesize it. The reactants are: [CH2:1]([O:3][C:4](=[O:25])[C:5]1[CH:10]=[CH:9][C:8]([NH:11][C:12]([C:14]2[CH:23]=[C:22]3[C:17]([CH2:18][CH2:19][CH2:20][NH:21]3)=[CH:16][CH:15]=2)=[O:13])=[CH:7][C:6]=1[F:24])[CH3:2].[F:26][C:27]1[CH:28]=[C:29]([S:33](Cl)(=[O:35])=[O:34])[CH:30]=[CH:31][CH:32]=1. (2) Given the product [N:11]1[C:15]([C:17]2[CH:22]=[CH:21][C:20]([C:2]3[S:6][C:5]([C:7]([O:9][CH3:10])=[O:8])=[C:4]([N:11]([C:15]([C@H:17]4[CH2:22][CH2:21][C@H:20]([CH3:23])[CH2:19][CH2:18]4)=[O:16])[CH:12]([CH3:14])[CH3:13])[CH:3]=3)=[CH:19][CH:18]=2)=[CH:30][N:31]2[CH:33]=[CH:4][CH:3]=[CH:2][C:32]=12, predict the reactants needed to synthesize it. The reactants are: I[C:2]1[S:6][C:5]([C:7]([O:9][CH3:10])=[O:8])=[C:4]([N:11]([C:15]([C@H:17]2[CH2:22][CH2:21][C@H:20]([CH3:23])[CH2:19][CH2:18]2)=[O:16])[CH:12]([CH3:14])[CH3:13])[CH:3]=1.C(=O)([O-])[O-].[Na+].[Na+].[CH3:30][N:31]([CH:33]=O)[CH3:32]. (3) Given the product [O:39]1[CH2:30][CH2:31][N:27]([C:2](=[O:1])[C@@H:3]([NH:18][C:19](=[O:26])[C:20]2[CH:25]=[CH:24][CH:23]=[CH:22][CH:21]=2)[CH2:4][CH2:5][CH2:6][CH2:7][NH:8][C@@H:9]2[CH2:11][C@H:10]2[C:12]2[CH:13]=[CH:14][CH:15]=[CH:16][CH:17]=2)[CH2:28][CH2:29]1.[OH:49][CH2:48][CH2:47][CH2:46][CH2:45][C@H:41]([NH:40][C:32](=[O:39])[C:33]1[CH:34]=[CH:35][CH:36]=[CH:37][CH:38]=1)[C:42]([N:50]1[CH2:55][CH2:54][O:53][CH2:52][CH2:51]1)=[O:44], predict the reactants needed to synthesize it. The reactants are: [O:1]=[C:2]([N:27]1[CH2:31][CH2:30][CH2:29][CH2:28]1)[C@@H:3]([NH:18][C:19](=[O:26])[C:20]1[CH:25]=[CH:24][CH:23]=[CH:22][CH:21]=1)[CH2:4][CH2:5][CH2:6][CH2:7][NH:8][C@@H:9]1[CH2:11][C@H:10]1[C:12]1[CH:17]=[CH:16][CH:15]=[CH:14][CH:13]=1.[C:32]([NH:40][C@@H:41]([CH2:45][CH2:46][CH2:47][CH2:48][OH:49])[C:42]([OH:44])=O)(=[O:39])[C:33]1[CH:38]=[CH:37][CH:36]=[CH:35][CH:34]=1.[NH:50]1[CH2:55][CH2:54][O:53][CH2:52][CH2:51]1.C(OP(ON1C(=O)C2C=CC=CC=2N=N1)(OCC)=O)C.N1C=CN=C1. (4) Given the product [NH2:11][C:10]1[CH:9]=[CH:8][C:7]([C:14]([O:16][CH3:18])=[O:15])=[C:5]2[C:4]=1[O:3][C:2]([CH3:17])([CH3:1])[CH2:6]2, predict the reactants needed to synthesize it. The reactants are: [CH3:1][C:2]1([CH3:17])[CH2:6][C:5]2=[C:7]([C:14]([O-:16])=[O:15])[CH:8]=[CH:9][C:10]([N+:11]([O-])=O)=[C:4]2[O:3]1.[C:18](=O)([O-])[O-].[Na+].[Na+].C(=O)(O)[O-].[Na+]. (5) Given the product [C:20]1([CH:21]=[CH:2][C:3]([C:5]2[CH:10]=[CH:9][CH:8]=[CH:7][CH:6]=2)=[O:4])[CH:19]=[CH:27][CH:17]=[CH:24][CH:23]=1, predict the reactants needed to synthesize it. The reactants are: O[CH2:2][C:3]([C:5]1[CH:10]=[CH:9][CH:8]=[CH:7][CH:6]=1)=[O:4].N1([C:17]2[CH:24]=[CH:23][C:20]([CH:21]=O)=[CH:19]N=2)CCCCC1.O([CH3:27])[Na].